This data is from Full USPTO retrosynthesis dataset with 1.9M reactions from patents (1976-2016). The task is: Predict the reactants needed to synthesize the given product. (1) Given the product [S:27]1[C:31]2[CH:32]=[CH:33][CH:34]=[CH:35][C:30]=2[C:29]([CH2:36][NH:37][C:41]2[C:42]([F:46])=[CH:43][N:44]=[C:39]([Cl:38])[N:40]=2)=[CH:28]1, predict the reactants needed to synthesize it. The reactants are: C1COC2C=CC(NC3C(F)=CN=C(NC4C=CC=C(O)C=4)N=3)=CC=2O1.[S:27]1[C:31]2[CH:32]=[CH:33][CH:34]=[CH:35][C:30]=2[C:29]([CH2:36][NH2:37])=[CH:28]1.[Cl:38][C:39]1[N:44]=[C:43](Cl)[C:42]([F:46])=[CH:41][N:40]=1. (2) Given the product [Cl:42][C:43]1[CH:44]=[C:45]([S:49]([O:1][C:2]2[CH:10]=[CH:9][C:8]([C:11]3[N:12]([C:27]([O:29][C:30]([CH3:31])([CH3:33])[CH3:32])=[O:28])[C:13]4[C:18]([CH:19]=3)=[CH:17][C:16]([CH2:20][N:21]3[CH2:26][CH2:25][CH2:24][CH2:23][CH2:22]3)=[CH:15][CH:14]=4)=[C:7]3[C:3]=2[CH2:4][NH:5][C:6]3=[O:34])(=[O:51])=[O:50])[CH:46]=[CH:47][CH:48]=1, predict the reactants needed to synthesize it. The reactants are: [OH:1][C:2]1[CH:10]=[CH:9][C:8]([C:11]2[N:12]([C:27]([O:29][C:30]([CH3:33])([CH3:32])[CH3:31])=[O:28])[C:13]3[C:18]([CH:19]=2)=[CH:17][C:16]([CH2:20][N:21]2[CH2:26][CH2:25][CH2:24][CH2:23][CH2:22]2)=[CH:15][CH:14]=3)=[C:7]2[C:3]=1[CH2:4][NH:5][C:6]2=[O:34].C(N(CC)CC)C.[Cl:42][C:43]1[CH:44]=[C:45]([S:49](Cl)(=[O:51])=[O:50])[CH:46]=[CH:47][CH:48]=1. (3) Given the product [ClH:1].[Cl:1][C:2]1[CH:3]=[C:4]2[C:12](=[CH:13][C:14]=1[O:15][CH3:16])[C:7]1([CH2:11][CH2:10][N:9]([CH2:18][CH2:19][CH2:20][S:21][C:22]3[N:23]([CH3:34])[C:24]([C:27]4[S:31][C:30]([CH3:32])=[N:29][C:28]=4[CH3:33])=[N:25][N:26]=3)[CH2:8]1)[CH2:6][CH2:5]2, predict the reactants needed to synthesize it. The reactants are: [Cl:1][C:2]1[CH:3]=[C:4]2[C:12](=[CH:13][C:14]=1[O:15][CH3:16])[C:7]1([CH2:11][CH2:10][NH:9][CH2:8]1)[CH2:6][CH2:5]2.Cl[CH2:18][CH2:19][CH2:20][S:21][C:22]1[N:23]([CH3:34])[C:24]([C:27]2[S:31][C:30]([CH3:32])=[N:29][C:28]=2[CH3:33])=[N:25][N:26]=1.C([O-])([O-])=O.[K+].[K+].[Na+].[I-]. (4) Given the product [CH2:1]([N:8]1[CH2:13][CH2:12][C@@H:11]([CH3:14])[C@@H:10]([N:15]2[C:19]3=[C:20]4[CH:26]=[CH:25][NH:24][C:21]4=[N:22][CH:23]=[C:18]3[CH:17]=[CH:16]2)[CH2:9]1)[C:2]1[CH:3]=[CH:4][CH:5]=[CH:6][CH:7]=1, predict the reactants needed to synthesize it. The reactants are: [CH2:1]([N:8]1[CH2:13][CH2:12][C@@H:11]([CH3:14])[C@@H:10]([N:15]2[C:19]3=[C:20]4[CH:26]=[CH:25][N:24](COCC[Si](C)(C)C)[C:21]4=[N:22][CH:23]=[C:18]3[CH:17]=[CH:16]2)[CH2:9]1)[C:2]1[CH:7]=[CH:6][CH:5]=[CH:4][CH:3]=1.C(O)(C(F)(F)F)=O.C(=O)([O-])O.[Na+]. (5) Given the product [CH3:12][N:11]([CH3:13])[C:9]1[O:10][C:6]2[CH:5]=[CH:4][C:3]([OH:2])=[CH:14][C:7]=2[N:8]=1, predict the reactants needed to synthesize it. The reactants are: C[O:2][C:3]1[CH:4]=[CH:5][C:6]2[O:10][C:9]([N:11]([CH3:13])[CH3:12])=[N:8][C:7]=2[CH:14]=1.Br. (6) Given the product [Br:7][C:8]1[CH:16]=[CH:15][C:1]([C:2]([Cl:4])=[O:3])=[C:10]([CH3:11])[CH:9]=1, predict the reactants needed to synthesize it. The reactants are: [C:1](Cl)(=O)[C:2]([Cl:4])=[O:3].[Br:7][C:8]1[CH:16]=[CH:15][C:11](C(O)=O)=[C:10](C)[CH:9]=1. (7) Given the product [NH:30]1[C:38]2[C:33](=[CH:34][CH:35]=[CH:36][CH:37]=2)[C:32]([C:39]2[CH:47]=[CH:46][C:42]3[N:43]=[CH:44][O:45][C:41]=3[CH:40]=2)=[CH:31]1, predict the reactants needed to synthesize it. The reactants are: FC1C=C2C(C(I)=CN2S(C2C=CC=CC=2)(=O)=O)=CC=1.C1(S([N:30]2[C:38]3[C:33](=[CH:34][CH:35]=[CH:36][CH:37]=3)[C:32]([C:39]3[CH:47]=[CH:46][C:42]4[N:43]=[CH:44][O:45][C:41]=4[CH:40]=3)=[CH:31]2)(=O)=O)C=CC=CC=1.